From a dataset of Full USPTO retrosynthesis dataset with 1.9M reactions from patents (1976-2016). Predict the reactants needed to synthesize the given product. (1) Given the product [ClH:35].[CH2:14]([C:16]1[CH:17]=[C:18]([NH:19][CH:2]([C:8]2[CH:9]=[CH:10][CH:11]=[CH:12][CH:13]=2)[C:3]([OH:5])=[O:4])[CH:20]=[CH:21][CH:22]=1)[CH3:15], predict the reactants needed to synthesize it. The reactants are: Br[CH:2]([C:8]1[CH:13]=[CH:12][CH:11]=[CH:10][CH:9]=1)[C:3]([O:5]CC)=[O:4].[CH2:14]([C:16]1[CH:17]=[C:18]([CH:20]=[CH:21][CH:22]=1)[NH2:19])[CH3:15].C(N(C(C)C)C(C)C)C.O.[OH-].[Li+].[ClH:35]. (2) Given the product [Cl:26][C:27]1[CH:32]=[CH:31][C:30]([OH:36])=[C:29]([C:2]2[CH:3]=[CH:4][C:5]3[O:9][N:8]=[C:7]([N:10]([C:18]([O:20][C:21]([CH3:24])([CH3:23])[CH3:22])=[O:19])[C:11]([O:13][C:14]([CH3:17])([CH3:15])[CH3:16])=[O:12])[C:6]=3[CH:25]=2)[CH:28]=1, predict the reactants needed to synthesize it. The reactants are: Br[C:2]1[CH:3]=[CH:4][C:5]2[O:9][N:8]=[C:7]([N:10]([C:18]([O:20][C:21]([CH3:24])([CH3:23])[CH3:22])=[O:19])[C:11]([O:13][C:14]([CH3:17])([CH3:16])[CH3:15])=[O:12])[C:6]=2[CH:25]=1.[Cl:26][C:27]1[CH:28]=[CH:29][C:30]([OH:36])=[C:31](B(O)O)[CH:32]=1.C(=O)([O-])[O-].[Na+].[Na+]. (3) Given the product [Cl:1][C:2]1[CH:3]=[CH:4][C:5]([O:11][CH3:12])=[C:6]([CH:10]=1)[C:7]([N:14]=[C:13]=[S:15])=[O:8], predict the reactants needed to synthesize it. The reactants are: [Cl:1][C:2]1[CH:3]=[CH:4][C:5]([O:11][CH3:12])=[C:6]([CH:10]=1)[C:7](Cl)=[O:8].[C:13]([S-:15])#[N:14].[K+].CC(C)=O. (4) Given the product [CH:1]1([NH:4][C:5]([NH:7][C:8]2[CH:9]=[CH:10][C:11]([C:14]3[N:15]=[C:16]([N:23]4[CH2:28][CH2:27][O:26][CH2:25][C@@H:24]4[CH3:29])[C:17]4[CH2:22][N:21]([C:48]([CH:45]5[CH2:46][CH2:47][O:42][CH2:43][CH2:44]5)=[O:49])[CH2:20][C:18]=4[N:19]=3)=[CH:12][CH:13]=2)=[O:6])[CH2:2][CH2:3]1, predict the reactants needed to synthesize it. The reactants are: [CH:1]1([NH:4][C:5]([NH:7][C:8]2[CH:13]=[CH:12][C:11]([C:14]3[N:15]=[C:16]([N:23]4[CH2:28][CH2:27][O:26][CH2:25][C@@H:24]4[CH3:29])[C:17]4[CH2:22][NH:21][CH2:20][C:18]=4[N:19]=3)=[CH:10][CH:9]=2)=[O:6])[CH2:3][CH2:2]1.C(N(CC)CC)C.CN(C=O)C.[O:42]1[CH2:47][CH2:46][CH:45]([C:48](Cl)=[O:49])[CH2:44][CH2:43]1. (5) Given the product [CH:2]([C:3]1[CH:7]=[C:6]([NH:8][S:9]([C:12]2[CH:17]=[CH:16][CH:15]=[CH:14][CH:13]=2)(=[O:11])=[O:10])[N:5]([C:18]2[CH:23]=[CH:22][CH:21]=[CH:20][CH:19]=2)[N:4]=1)=[O:1], predict the reactants needed to synthesize it. The reactants are: [OH:1][CH2:2][C:3]1[CH:7]=[C:6]([NH:8][S:9]([C:12]2[CH:17]=[CH:16][CH:15]=[CH:14][CH:13]=2)(=[O:11])=[O:10])[N:5]([C:18]2[CH:23]=[CH:22][CH:21]=[CH:20][CH:19]=2)[N:4]=1.C(N(CC)CC)C.Cl. (6) Given the product [NH2:1][C:2]1[N:6]([CH3:7])[N:5]=[C:4]([C:8]2[CH:13]=[CH:12][CH:11]=[CH:10][CH:9]=2)[C:3]=1[C:14]1[CH:28]=[CH:27][C:17]2[N:18]([CH:23]3[CH2:26][CH2:25][CH2:24]3)[C:19](=[O:22])[N:20]([CH3:21])[C:16]=2[CH:15]=1.[CH:23]1([N:18]2[C:17]3[CH:27]=[CH:28][C:14]([C:3]4[C:4]([C:8]5[CH:13]=[CH:12][CH:11]=[CH:10][CH:9]=5)=[N:5][N:6]([CH3:7])[C:2]=4[NH:1][C:36](=[O:38])[CH3:37])=[CH:15][C:16]=3[N:20]([CH3:21])[C:19]2=[O:22])[CH2:26][CH2:25][CH2:24]1, predict the reactants needed to synthesize it. The reactants are: [NH2:1][C:2]1[N:6]([CH3:7])[N:5]=[C:4]([C:8]2[CH:13]=[CH:12][CH:11]=[CH:10][CH:9]=2)[C:3]=1[C:14]1[CH:28]=[CH:27][C:17]2[N:18]([CH:23]3[CH2:26][CH2:25][CH2:24]3)[C:19](=[O:22])[N:20]([CH3:21])[C:16]=2[CH:15]=1.C(N(CC)CC)C.[C:36](Cl)(=[O:38])[CH3:37]. (7) Given the product [Br:1][C:2]1[CH:9]=[C:6]([CH2:7][OH:8])[CH:5]=[C:4]([O:10][CH3:11])[C:3]=1[OH:12], predict the reactants needed to synthesize it. The reactants are: [Br:1][C:2]1[C:3]([OH:12])=[C:4]([O:10][CH3:11])[CH:5]=[C:6]([CH:9]=1)[CH:7]=[O:8].[OH-].[Na+].[BH4-].[Na+].Cl. (8) Given the product [C:24]([O:28][C:29]([N:31]1[CH2:36][CH2:35][CH2:34][C@H:33]([NH:37][C:2]2[CH:7]=[C:6]([N:8]3[CH:12]=[N:11][C:10]([NH:13][C:14]4[CH:19]=[CH:18][C:17]([S:20](=[O:22])(=[O:21])[NH2:23])=[CH:16][CH:15]=4)=[N:9]3)[CH:5]=[CH:4][N:3]=2)[CH2:32]1)=[O:30])([CH3:27])([CH3:25])[CH3:26], predict the reactants needed to synthesize it. The reactants are: Cl[C:2]1[CH:7]=[C:6]([N:8]2[CH:12]=[N:11][C:10]([NH:13][C:14]3[CH:19]=[CH:18][C:17]([S:20]([NH2:23])(=[O:22])=[O:21])=[CH:16][CH:15]=3)=[N:9]2)[CH:5]=[CH:4][N:3]=1.[C:24]([O:28][C:29]([N:31]1[CH2:36][CH2:35][CH2:34][C@H:33]([NH2:37])[CH2:32]1)=[O:30])([CH3:27])([CH3:26])[CH3:25].S(C1C=CC(NC2N=CN(C3C=CN=C(N[C@H]4CCCNC4)C=3)N=2)=CC=1)(=O)(=O)N.C(OC(OC(C)(C)C)=O)(OC(C)(C)C)=O.C(N(CC)CC)C.